This data is from Forward reaction prediction with 1.9M reactions from USPTO patents (1976-2016). The task is: Predict the product of the given reaction. (1) Given the reactants Cl[C:2]1[C:3]2[CH:20]=[CH:19][N:18]([CH3:21])[C:4]=2[N:5]=[C:6]([S:8]([C:11]2[CH:16]=[CH:15][C:14]([F:17])=[CH:13][CH:12]=2)(=[O:10])=[O:9])[N:7]=1.[CH3:22][C:23]1[NH:27][N:26]=[C:25]([NH2:28])[CH:24]=1.[I-].[Na+].CCN(C(C)C)C(C)C, predict the reaction product. The product is: [F:17][C:14]1[CH:15]=[CH:16][C:11]([S:8]([C:6]2[N:7]=[C:2]([NH:28][C:25]3[CH:24]=[C:23]([CH3:22])[NH:27][N:26]=3)[C:3]3[CH:20]=[CH:19][N:18]([CH3:21])[C:4]=3[N:5]=2)(=[O:10])=[O:9])=[CH:12][CH:13]=1. (2) Given the reactants O=[C:2]1[C:7]([C:8]#[N:9])=[C:6]([N:10]2[CH2:15][CH2:14][CH2:13][CH2:12][CH2:11]2)[CH:5]=[C:4]([C:16]2[CH:21]=[CH:20][CH:19]=[CH:18][CH:17]=2)O1.[H-].[Na+], predict the reaction product. The product is: [C:16]1([C:4]2[C:5]3[CH2:4][C:16]4[C:17](=[CH:18][CH:19]=[CH:20][CH:21]=4)[C:2]=3[C:7]([C:8]#[N:9])=[C:6]([N:10]3[CH2:15][CH2:14][CH2:13][CH2:12][CH2:11]3)[CH:5]=2)[CH:21]=[CH:20][CH:19]=[CH:18][CH:17]=1. (3) Given the reactants [Cl:1][C:2]1[CH:3]=[C:4]([CH:34]=[CH:35][C:36]=1[Cl:37])[CH2:5][NH:6][C:7]1[C:16]2[C:11](=[C:12]([N:17]3[CH2:22][CH2:21][N:20](S(C4C=CC(C)=CC=4)(=O)=O)[CH2:19][CH2:18]3)[CH:13]=[CH:14][CH:15]=2)[N:10]=[C:9]([CH3:33])[CH:8]=1.Br, predict the reaction product. The product is: [ClH:1].[ClH:1].[Cl:1][C:2]1[CH:3]=[C:4]([CH:34]=[CH:35][C:36]=1[Cl:37])[CH2:5][NH:6][C:7]1[C:16]2[C:11](=[C:12]([N:17]3[CH2:18][CH2:19][NH:20][CH2:21][CH2:22]3)[CH:13]=[CH:14][CH:15]=2)[N:10]=[C:9]([CH3:33])[CH:8]=1. (4) Given the reactants O.[CH3:2][C:3]1[C:4]([CH2:15][S:16][C:17]2[NH:21][C:20]3[CH:22]=[CH:23][CH:24]=[CH:25][C:19]=3[N:18]=2)=[N:5][CH:6]=[CH:7][C:8]=1[O:9][CH2:10][C:11]([F:14])([F:13])[F:12].ClC1C=CC=C(C(OO)=[O:34])C=1.C(N(CC)CC)C.O.O.O.O.O.S([O-])([O-])(=O)=S.[Na+].[Na+], predict the reaction product. The product is: [CH3:2][C:3]1[C:4]([CH2:15][S:16]([C:17]2[NH:18][C:19]3[CH:25]=[CH:24][CH:23]=[CH:22][C:20]=3[N:21]=2)=[O:34])=[N:5][CH:6]=[CH:7][C:8]=1[O:9][CH2:10][C:11]([F:13])([F:12])[F:14]. (5) Given the reactants Cl[C:2]1[CH:9]=[C:8]([C:10]([F:13])([F:12])[F:11])[CH:7]=[C:6]([Cl:14])[C:3]=1[C:4]#[N:5].C([O-])(=O)C.[Na+].O.[NH2:21][NH2:22].Cl, predict the reaction product. The product is: [Cl:14][C:6]1[CH:7]=[C:8]([C:10]([F:13])([F:12])[F:11])[CH:9]=[C:2]2[C:3]=1[C:4]([NH2:5])=[N:21][NH:22]2.